The task is: Predict the product of the given reaction.. This data is from Forward reaction prediction with 1.9M reactions from USPTO patents (1976-2016). (1) Given the reactants [CH:1]1([NH:6][C:7]2[N:12]=[C:11]([C:13]3[C:14]([C:28]4[CH:33]=[CH:32][C:31]([O:34][CH3:35])=[CH:30][CH:29]=4)=[N:15][N:16]4[C:21]([NH:22][CH2:23][CH2:24][CH2:25][CH2:26][OH:27])=[CH:20][CH:19]=[CH:18][C:17]=34)[CH:10]=[CH:9][N:8]=2)[CH2:5][CH2:4][CH2:3][CH2:2]1.N1C=NN=N1.C(N(C(C)C)[P:45](=[O:62])([O:54][CH2:55][C:56]1[CH:61]=[CH:60][CH:59]=[CH:58][CH:57]=1)[O:46][CH2:47][C:48]1[CH:53]=[CH:52][CH:51]=[CH:50][CH:49]=1)(C)C.C(O)(=O)C.C(O)(=O)C.IC1C=CC=CC=1.S([O-])([O-])(=O)=S.[Na+].[Na+].C(=O)(O)[O-].[Na+], predict the reaction product. The product is: [P:45]([O:27][CH2:26][CH2:25][CH2:24][CH2:23][NH:22][C:21]1[N:16]2[N:15]=[C:14]([C:28]3[CH:29]=[CH:30][C:31]([O:34][CH3:35])=[CH:32][CH:33]=3)[C:13]([C:11]3[CH:10]=[CH:9][N:8]=[C:7]([NH:6][CH:1]4[CH2:2][CH2:3][CH2:4][CH2:5]4)[N:12]=3)=[C:17]2[CH:18]=[CH:19][CH:20]=1)([O:46][CH2:47][C:48]1[CH:53]=[CH:52][CH:51]=[CH:50][CH:49]=1)([O:54][CH2:55][C:56]1[CH:61]=[CH:60][CH:59]=[CH:58][CH:57]=1)=[O:62]. (2) Given the reactants C1(P(C2C=CC=CC=2)C2C=CC=CC=2)C=CC=CC=1.[Cl:20][C:21]1[CH:22]=[C:23]([CH2:28][CH2:29][CH2:30]O)[CH:24]=[C:25]([Cl:27])[CH:26]=1.[Br:32]Br.O, predict the reaction product. The product is: [Cl:20][C:21]1[CH:22]=[C:23]([CH:28]([Br:32])[CH2:29][CH3:30])[CH:24]=[C:25]([Cl:27])[CH:26]=1. (3) Given the reactants [F:1][C:2]1[CH:33]=[CH:32][C:5]([C:6](/[N:8]=[C:9]2/[N:10]([C@H:20]3[CH2:25][CH2:24][C@@H:23]([C:26](=[O:31])[NH:27][CH:28]([CH3:30])[CH3:29])[CH2:22][CH2:21]3)[C:11]3[CH:16]=[C:15]([O:17]C)[N:14]=[CH:13][C:12]=3[NH:19]/2)=[O:7])=[CH:4][CH:3]=1.[I-].[Na+].[Si](Cl)(C)(C)C.O, predict the reaction product. The product is: [F:1][C:2]1[CH:3]=[CH:4][C:5]([C:6](/[N:8]=[C:9]2/[N:10]([C@H:20]3[CH2:21][CH2:22][C@@H:23]([C:26](=[O:31])[NH:27][CH:28]([CH3:30])[CH3:29])[CH2:24][CH2:25]3)[C:11]3[CH:16]=[C:15]([OH:17])[N:14]=[CH:13][C:12]=3[NH:19]/2)=[O:7])=[CH:32][CH:33]=1. (4) Given the reactants [CH3:1][O:2]/[CH:3]=[C:4]1\[CH2:5][C@@H:6]([C:16]([O:18][CH3:19])=[O:17])[N:7]([C:9]([O:11][C:12]([CH3:15])([CH3:14])[CH3:13])=[O:10])[CH2:8]\1.[O-2].[Mg+2].[H][H], predict the reaction product. The product is: [CH3:1][O:2][CH2:3][C@@H:4]1[CH2:8][N:7]([C:9]([O:11][C:12]([CH3:15])([CH3:14])[CH3:13])=[O:10])[C@H:6]([C:16]([O:18][CH3:19])=[O:17])[CH2:5]1. (5) Given the reactants C[O:2][C:3]([C:5]1[CH:10]=[CH:9][N:8]2[C:11]([C:15]3[CH:20]=[CH:19][N:18]=[C:17]([NH:21][C:22]4[CH:27]=[CH:26][C:25]([C:28](=[O:37])[NH:29][C:30]5[CH:35]=[CH:34][CH:33]=[CH:32][C:31]=5[NH2:36])=[CH:24][CH:23]=4)[N:16]=3)=[C:12]([CH3:14])[N:13]=[C:7]2[CH:6]=1)=[O:4].[OH-].[Na+], predict the reaction product. The product is: [NH2:36][C:31]1[CH:32]=[CH:33][CH:34]=[CH:35][C:30]=1[NH:29][C:28]([C:25]1[CH:24]=[CH:23][C:22]([NH:21][C:17]2[N:16]=[C:15]([C:11]3[N:8]4[CH:9]=[CH:10][C:5]([C:3]([OH:4])=[O:2])=[CH:6][C:7]4=[N:13][C:12]=3[CH3:14])[CH:20]=[CH:19][N:18]=2)=[CH:27][CH:26]=1)=[O:37].